Dataset: Acute oral toxicity (LD50) regression data from Zhu et al.. Task: Regression/Classification. Given a drug SMILES string, predict its toxicity properties. Task type varies by dataset: regression for continuous values (e.g., LD50, hERG inhibition percentage) or binary classification for toxic/non-toxic outcomes (e.g., AMES mutagenicity, cardiotoxicity, hepatotoxicity). Dataset: ld50_zhu. (1) The compound is C=CN(CC)C(C)=O. The rat oral LD50 is 1.66, given as -log10 of the dose in mol/kg body weight (higher means more acutely toxic). (2) The compound is Nc1ccc(Sc2ccc(N)cc2)cc1. The rat oral LD50 is 2.38, given as -log10 of the dose in mol/kg body weight (higher means more acutely toxic).